This data is from Reaction yield outcomes from USPTO patents with 853,638 reactions. The task is: Predict the reaction yield, written as a fraction of the theoretical maximum amount of product (1.0 means a 100% yield; for example, 0.34 means a 34% yield). (1) The reactants are Br[C:2]1[C:7]([CH3:8])=[CH:6][CH:5]=[CH:4][N:3]=1.C([O-])([O-])=O.[K+].[K+].N#N.[C:17]([O:21][C:22]([C:24]1[CH:25]=[C:26](B(O)O)[CH:27]=[CH:28][CH:29]=1)=[O:23])([CH3:20])([CH3:19])[CH3:18].CS(O)(=O)=O.[OH-].[Na+]. The catalyst is C1(C)C=CC=CC=1.C1C=CC(P(C2C=CC=CC=2)[C-]2C=CC=C2)=CC=1.C1C=CC(P(C2C=CC=CC=2)[C-]2C=CC=C2)=CC=1.Cl[Pd]Cl.[Fe+2].C(Cl)Cl.O. The product is [C:17]([O:21][C:22](=[O:23])[C:24]1[CH:25]=[CH:26][CH:27]=[C:28]([C:2]2[C:7]([CH3:8])=[CH:6][CH:5]=[CH:4][N:3]=2)[CH:29]=1)([CH3:20])([CH3:18])[CH3:19]. The yield is 0.820. (2) The yield is 0.410. The reactants are [N:1]1[CH:6]=[CH:5][CH:4]=[CH:3][C:2]=1[C@@:7]1([CH2:17][CH2:18][NH2:19])[CH2:16][C:11]2([CH2:15][CH2:14][CH2:13][CH2:12]2)[O:10][CH2:9][CH2:8]1.S([O-])([O-])(=O)=O.[Na+].[Na+].[CH3:27][O:28][C:29]1[CH:33]=[CH:32][S:31][C:30]=1[CH:34]=O.[BH4-].[Na+].[ClH:38]. The catalyst is CCOCC.CO.C(Cl)Cl. The product is [ClH:38].[CH3:27][O:28][C:29]1[CH:33]=[CH:32][S:31][C:30]=1[CH2:34][NH:19][CH2:18][CH2:17][C@:7]1([C:2]2[CH:3]=[CH:4][CH:5]=[CH:6][N:1]=2)[CH2:16][C:11]2([CH2:15][CH2:14][CH2:13][CH2:12]2)[O:10][CH2:9][CH2:8]1.